From a dataset of Full USPTO retrosynthesis dataset with 1.9M reactions from patents (1976-2016). Predict the reactants needed to synthesize the given product. (1) Given the product [Br:1][C:2]1[CH:3]=[CH:4][C:5]2[O:10][CH2:9][C@@H:8]([CH2:11][O:12][C:14]3[CH:19]=[CH:18][CH:17]=[CH:16][CH:15]=3)[O:7][C:6]=2[CH:13]=1, predict the reactants needed to synthesize it. The reactants are: [Br:1][C:2]1[CH:3]=[CH:4][C:5]2[O:10][CH2:9][C@@H:8]([CH2:11][OH:12])[O:7][C:6]=2[CH:13]=1.[C:14]1(O)[CH:19]=[CH:18][CH:17]=[CH:16][CH:15]=1.C1(P(C2C=CC=CC=2)C2C=CC=CC=2)C=CC=CC=1.CCOC(/N=N/C(OCC)=O)=O. (2) Given the product [CH:32]1([NH:38][C:39](=[S:40])[NH:1][C:2]2[CH:7]=[CH:6][CH:5]=[CH:4][C:3]=2[CH2:8][CH2:9][CH2:10][N:11]2[CH2:12][CH2:13][CH:14]([N:17]([C:25]3[CH:26]=[CH:27][C:28]([CH3:31])=[CH:29][CH:30]=3)[C:18]([C:20]3[O:21][CH:22]=[CH:23][CH:24]=3)=[O:19])[CH2:15][CH2:16]2)[CH2:37][CH2:36][CH2:35][CH2:34][CH2:33]1, predict the reactants needed to synthesize it. The reactants are: [NH2:1][C:2]1[CH:7]=[CH:6][CH:5]=[CH:4][C:3]=1[CH2:8][CH2:9][CH2:10][N:11]1[CH2:16][CH2:15][CH:14]([N:17]([C:25]2[CH:30]=[CH:29][C:28]([CH3:31])=[CH:27][CH:26]=2)[C:18]([C:20]2[O:21][CH:22]=[CH:23][CH:24]=2)=[O:19])[CH2:13][CH2:12]1.[CH:32]1([N:38]=[C:39]=[S:40])[CH2:37][CH2:36][CH2:35][CH2:34][CH2:33]1. (3) The reactants are: I[C:2]1[CH:3]=[C:4]2[C:9](=[CH:10][CH:11]=1)[O:8][CH:7]([C:12]([OH:14])=[O:13])[CH2:6][CH2:5]2.CN1CCCC1=O.[C:22]([O:26][CH3:27])(=[O:25])[CH:23]=[CH2:24].C(N(CC)CC)C. Given the product [CH3:27][O:26][C:22](/[CH:23]=[CH:24]/[C:2]1[CH:3]=[C:4]2[C:9](=[CH:10][CH:11]=1)[O:8][CH:7]([C:12]([OH:14])=[O:13])[CH2:6][CH2:5]2)=[O:25], predict the reactants needed to synthesize it. (4) The reactants are: [CH3:1][C:2]([Si:5]([CH3:24])([CH3:23])[O:6][C@@H:7]1[CH2:11][N:10]([C:12]([O:14][C:15]([CH3:18])([CH3:17])[CH3:16])=[O:13])[C@@H:9]([C:19](OC)=[O:20])[CH2:8]1)([CH3:4])[CH3:3].[Li+].[BH4-].Cl.O. Given the product [CH3:4][C:2]([Si:5]([CH3:24])([CH3:23])[O:6][C@@H:7]1[CH2:11][N:10]([C:12]([O:14][C:15]([CH3:17])([CH3:16])[CH3:18])=[O:13])[C@@H:9]([CH2:19][OH:20])[CH2:8]1)([CH3:1])[CH3:3], predict the reactants needed to synthesize it. (5) Given the product [F:1][C:2]1[CH:7]=[C:6]([I:8])[CH:5]=[CH:4][C:3]=1[NH:9][C:10]1[N:15]([CH3:16])[C:14](=[O:17])[C:13]2[CH2:18][CH2:19][CH2:20][C:12]=2[C:11]=1[C:21]([OH:23])=[O:22], predict the reactants needed to synthesize it. The reactants are: [F:1][C:2]1[CH:7]=[C:6]([I:8])[CH:5]=[CH:4][C:3]=1[NH:9][C:10]1[N:15]([CH3:16])[C:14](=[O:17])[C:13]2[CH2:18][CH2:19][CH2:20][C:12]=2[C:11]=1[C:21]([O:23]CC)=[O:22].[OH-].[Na+].Cl. (6) Given the product [CH:1]1([CH2:4][O:5][C:6]2[CH:7]=[CH:8][C:9]3[C:13]([CH:14]=2)=[N:12][N:11]([C@H:15]2[CH2:20][CH2:19][C@H:18]([CH2:21][CH2:22][C:23](=[O:25])[CH3:24])[CH2:17][CH2:16]2)[CH:10]=3)[CH2:3][CH2:2]1, predict the reactants needed to synthesize it. The reactants are: [CH:1]1([CH2:4][O:5][C:6]2[CH:7]=[CH:8][C:9]3[C:13]([CH:14]=2)=[N:12][N:11]([C@H:15]2[CH2:20][CH2:19][C@H:18](/[CH:21]=[CH:22]/[C:23](=[O:25])[CH3:24])[CH2:17][CH2:16]2)[CH:10]=3)[CH2:3][CH2:2]1.